This data is from Full USPTO retrosynthesis dataset with 1.9M reactions from patents (1976-2016). The task is: Predict the reactants needed to synthesize the given product. (1) Given the product [F:1][C:2]1[CH:7]=[C:6]([S:8]([CH3:11])(=[O:9])=[O:10])[CH:5]=[CH:4][C:3]=1[C:12]1[N:13]=[CH:14][C:15]([O:18][CH2:24][CH:25]2[CH2:30][CH2:29][N:28]([C:31]([O:33][CH:34]([CH3:36])[CH3:35])=[O:32])[CH2:27][CH2:26]2)=[N:16][CH:17]=1, predict the reactants needed to synthesize it. The reactants are: [F:1][C:2]1[CH:7]=[C:6]([S:8]([CH3:11])(=[O:10])=[O:9])[CH:5]=[CH:4][C:3]=1[C:12]1[N:13]=[CH:14][C:15]([OH:18])=[N:16][CH:17]=1.CS(O[CH2:24][CH:25]1[CH2:30][CH2:29][N:28]([C:31]([O:33][CH:34]([CH3:36])[CH3:35])=[O:32])[CH2:27][CH2:26]1)(=O)=O.C([O-])([O-])=O.[K+].[K+]. (2) Given the product [CH3:15][C:16]1[CH:24]=[CH:23][C:22]([CH3:25])=[C:21]2[C:17]=1[CH:18]=[C:19]([C:26]([NH:1][C@@H:2]1[CH2:7][CH2:6][CH2:5][NH:4][CH2:3]1)=[O:27])[NH:20]2, predict the reactants needed to synthesize it. The reactants are: [NH2:1][C@@H:2]1[CH2:7][CH2:6][CH2:5][N:4](C(OC(C)(C)C)=O)[CH2:3]1.[CH3:15][C:16]1[CH:24]=[CH:23][C:22]([CH3:25])=[C:21]2[C:17]=1[CH:18]=[C:19]([C:26](O)=[O:27])[NH:20]2.N. (3) Given the product [CH2:12]([O:11][C:9]([C:5]1[N:4]=[C:3]([CH2:2][N:30]([CH3:29])[C:21](=[O:24])[O:22][C:19]([CH3:18])([CH3:20])[CH3:14])[CH:8]=[CH:7][N:6]=1)=[CH2:10])[CH3:13], predict the reactants needed to synthesize it. The reactants are: Cl[CH2:2][C:3]1[CH:8]=[CH:7][N:6]=[C:5]([C:9]([O:11][CH2:12][CH3:13])=[CH2:10])[N:4]=1.[CH3:14]N.O1[CH2:20][CH2:19][CH2:18]C1.[C:21](=[O:24])([O-])[O-:22].[K+].[K+].[I-].[Na+].[CH3:29][N:30](C)C=O. (4) Given the product [S:27]1[C:26]2[C:21]([CH2:20][N:8]3[C:9]4[CH:14]=[CH:13][CH:12]=[CH:11][C:10]=4[N:6]([CH2:5][CH2:4][C:3]([OH:2])=[O:16])[C:7]3=[O:15])=[CH:22][CH:23]=[CH:24][C:25]=2[CH:29]=[CH:28]1, predict the reactants needed to synthesize it. The reactants are: C[O:2][C:3](=[O:16])[CH2:4][CH2:5][N:6]1[C:10]2[CH:11]=[CH:12][CH:13]=[CH:14][C:9]=2[NH:8][C:7]1=[O:15].[H-].[Na+].Br[CH2:20][C:21]1[C:26]2[S:27][CH:28]=[CH:29][C:25]=2[CH:24]=[CH:23][CH:22]=1. (5) Given the product [C:1]([O:5][C:6]([NH:8][C:9]1[S:10][C:11]([CH2:14][C@H:15]2[C:18](=[O:19])[N:17]([C:31](=[O:32])[NH:30][CH:33]([C:34]3[CH:39]=[CH:38][CH:37]=[CH:36][CH:35]=3)[C:40]3[CH:45]=[CH:44][CH:43]=[CH:42][CH:41]=3)[C@@H:16]2[C:20]([O:22][CH2:23][C:24]2[CH:25]=[CH:26][CH:27]=[CH:28][CH:29]=2)=[O:21])=[CH:12][N:13]=1)=[O:7])([CH3:4])([CH3:2])[CH3:3], predict the reactants needed to synthesize it. The reactants are: [C:1]([O:5][C:6]([NH:8][C:9]1[S:10][C:11]([CH2:14][C@H:15]2[C:18](=[O:19])[NH:17][C@@H:16]2[C:20]([O:22][CH2:23][C:24]2[CH:29]=[CH:28][CH:27]=[CH:26][CH:25]=2)=[O:21])=[CH:12][N:13]=1)=[O:7])([CH3:4])([CH3:3])[CH3:2].[N:30]([CH:33]([C:40]1[CH:45]=[CH:44][CH:43]=[CH:42][CH:41]=1)[C:34]1[CH:39]=[CH:38][CH:37]=[CH:36][CH:35]=1)=[C:31]=[O:32]. (6) Given the product [CH3:6][O:5][C:3](=[O:4])[CH:2]([O:1][C:8]([CH3:22])([CH3:9])[CH3:7])[C:7]1[N:12]([CH3:13])[C:11](=[O:14])[C:10]2[S:15][C:16]3[CH2:21][CH2:20][CH2:19][CH2:18][C:17]=3[C:9]=2[C:8]=1[C:22]1[C:23]([CH3:32])=[C:24]2[C:29](=[CH:30][CH:31]=1)[O:28][CH2:27][CH2:26][CH2:25]2, predict the reactants needed to synthesize it. The reactants are: [OH:1][CH:2]([C:7]1[N:12]([CH3:13])[C:11](=[O:14])[C:10]2[S:15][C:16]3[CH2:21][CH2:20][CH2:19][CH2:18][C:17]=3[C:9]=2[C:8]=1[C:22]1[C:23]([CH3:32])=[C:24]2[C:29](=[CH:30][CH:31]=1)[O:28][CH2:27][CH2:26][CH2:25]2)[C:3]([O:5][CH3:6])=[O:4].C([O-])(O)=O.[Na+].